From a dataset of Full USPTO retrosynthesis dataset with 1.9M reactions from patents (1976-2016). Predict the reactants needed to synthesize the given product. (1) Given the product [O:20]=[C:12]1[C:13]2([CH2:19][O:18][CH2:17][CH2:16][O:15][CH2:14]2)[N:8]([C:6]([O:5][C:1]([CH3:2])([CH3:4])[CH3:3])=[O:7])[CH2:9][C@@H:10]([C:25]2[CH:30]=[CH:29][CH:28]=[CH:27][CH:26]=2)[N:11]1[CH2:21][C:22](=[O:24])[NH:55][C:56]1[CH:57]=[C:58]2[C:71](=[CH:72][CH:73]=1)[CH2:70][C@:60]1([C:68]3[C:63](=[N:64][CH:65]=[CH:66][CH:67]=3)[NH:62][C:61]1=[O:69])[CH2:59]2, predict the reactants needed to synthesize it. The reactants are: [C:1]([O:5][C:6]([N:8]1[C:13]2([CH2:19][O:18][CH2:17][CH2:16][O:15][CH2:14]2)[C:12](=[O:20])[N:11]([CH2:21][C:22]([OH:24])=O)[C@H:10]([C:25]2[CH:30]=[CH:29][CH:28]=[CH:27][CH:26]=2)[CH2:9]1)=[O:7])([CH3:4])([CH3:3])[CH3:2].CN(C(ON1N=NC2C=CC=NC1=2)=[N+](C)C)C.F[P-](F)(F)(F)(F)F.[NH2:55][C:56]1[CH:57]=[C:58]2[C:71](=[CH:72][CH:73]=1)[CH2:70][C@@:60]1([C:68]3[C:63](=[N:64][CH:65]=[CH:66][CH:67]=3)[NH:62][C:61]1=[O:69])[CH2:59]2. (2) Given the product [CH2:1]([O:3][C:4](=[O:25])[CH2:5][C:6]1[CH:11]=[CH:10][CH:9]=[C:8]([NH:12][C:13]2[CH:18]=[CH:17][CH:16]=[C:15]([NH2:19])[CH:14]=2)[C:7]=1[NH2:22])[CH3:2], predict the reactants needed to synthesize it. The reactants are: [CH2:1]([O:3][C:4](=[O:25])[CH2:5][C:6]1[CH:11]=[CH:10][CH:9]=[C:8]([NH:12][C:13]2[CH:18]=[CH:17][CH:16]=[C:15]([N+:19]([O-])=O)[CH:14]=2)[C:7]=1[N+:22]([O-])=O)[CH3:2]. (3) Given the product [C:12]([O:3][C@@H:2]([C:4]1[CH:9]=[CH:8][CH:7]=[CH:6][CH:5]=1)[C:1]([OH:11])=[O:10])(=[O:14])[CH3:13], predict the reactants needed to synthesize it. The reactants are: [C:1]([OH:11])(=[O:10])[CH:2]([C:4]1[CH:9]=[CH:8][CH:7]=[CH:6][CH:5]=1)[OH:3].[C:12](OC(=O)C)(=[O:14])[CH3:13].CCOCC. (4) Given the product [CH:29]1([C:28]2[CH:27]=[N:26][N:25]([C:32]3[CH:37]=[CH:36][CH:35]=[CH:34][C:33]=3[O:38][C:39]([F:42])([F:40])[F:41])[C:24]=2[CH2:23][O:22][C:19]2[CH:20]=[CH:21][C:16]([NH:14][CH3:13])=[C:17]([CH3:43])[CH:18]=2)[CH2:31][CH2:30]1, predict the reactants needed to synthesize it. The reactants are: Cl.O1CCOCC1.C(O[C:13](=O)[N:14]([C:16]1[CH:21]=[CH:20][C:19]([O:22][CH2:23][C:24]2[N:25]([C:32]3[CH:37]=[CH:36][CH:35]=[CH:34][C:33]=3[O:38][C:39]([F:42])([F:41])[F:40])[N:26]=[CH:27][C:28]=2[CH:29]2[CH2:31][CH2:30]2)=[CH:18][C:17]=1[CH3:43])C)(C)(C)C. (5) The reactants are: C(NCC(C1C=CC=C(OC)C=1)O)C1C=CC=CC=1.ClCC(Cl)=O.[CH2:25]([N:32]([CH2:37][CH:38]([OH:47])[C:39]1[CH:44]=[CH:43][CH:42]=[C:41]([O:45][CH3:46])[CH:40]=1)[C:33](=[O:36])[CH2:34]Cl)[C:26]1[CH:31]=[CH:30][CH:29]=[CH:28][CH:27]=1.[OH-].[K+]. Given the product [CH2:25]([N:32]1[CH2:37][CH:38]([C:39]2[CH:44]=[CH:43][CH:42]=[C:41]([O:45][CH3:46])[CH:40]=2)[O:47][CH2:34][C:33]1=[O:36])[C:26]1[CH:31]=[CH:30][CH:29]=[CH:28][CH:27]=1, predict the reactants needed to synthesize it. (6) Given the product [CH:73]1([C:51]2[C:50]3[C:54](=[CH:55][C:47]([C:45]([OH:44])=[O:46])=[CH:48][CH:49]=3)[N:53]([CH2:82][C:83]3[CH:88]=[CH:87][CH:86]=[C:85]([O:89][CH3:90])[CH:84]=3)[C:52]=2[C:56]2[CH:57]=[C:58]3[C:63](=[CH:64][CH:65]=2)[N:62]=[C:61]([C:66]2[S:70][C:69]([CH3:71])=[N:68][C:67]=2[CH3:72])[CH:60]=[CH:59]3)[CH2:74][CH2:75][CH2:76][CH2:77][CH2:78]1, predict the reactants needed to synthesize it. The reactants are: C1(C2C3C(=CC(C(O)=O)=CC=3)N(CC3C=CN=CC=3)C=2C2C=C3C(=CC=2)N=C(C2SC(C)=NC=2C)C=C3)CCCCC1.C[O:44][C:45]([C:47]1[CH:55]=[C:54]2[C:50]([C:51]([CH:73]3[CH2:78][CH2:77][CH2:76][CH2:75][CH2:74]3)=[C:52]([C:56]3[CH:57]=[C:58]4[C:63](=[CH:64][CH:65]=3)[N:62]=[C:61]([C:66]3[S:70][C:69]([CH3:71])=[N:68][C:67]=3[CH3:72])[CH:60]=[CH:59]4)[NH:53]2)=[CH:49][CH:48]=1)=[O:46].[H-].[Na+].Br[CH2:82][C:83]1[CH:88]=[CH:87][CH:86]=[C:85]([O:89][CH3:90])[CH:84]=1. (7) Given the product [CH:1]1([N:6]([C:22]2[C:23]([N+:27]([O-:29])=[O:28])=[CH:24][N:25]=[C:20]([Cl:19])[N:21]=2)[CH2:7][CH2:8][C:9]([O:11][CH3:12])=[O:10])[CH2:2][CH2:3][CH2:4][CH2:5]1, predict the reactants needed to synthesize it. The reactants are: [CH:1]1([NH:6][CH2:7][CH2:8][C:9]([O:11][CH3:12])=[O:10])[CH2:5][CH2:4][CH2:3][CH2:2]1.C([O-])([O-])=O.[K+].[K+].[Cl:19][C:20]1[N:25]=[C:24](Cl)[C:23]([N+:27]([O-:29])=[O:28])=[CH:22][N:21]=1.N1C=CC=NC=1. (8) The reactants are: [CH:1]([C@H:14]1[N:19]2[CH2:20][CH2:21][N:22]([C:24](=[O:30])[CH2:25][C:26]([O:28]C)=[O:27])[CH2:23][C@H:18]2[CH2:17][N:16]([CH2:31][C:32]2[CH:37]=[C:36]([N:38]3[C:42]([C:43]([F:46])([F:45])[F:44])=[N:41][N:40]=[N:39]3)[CH:35]=[CH:34][C:33]=2[O:47][CH3:48])[CH2:15]1)([C:8]1[CH:13]=[CH:12][CH:11]=[CH:10][CH:9]=1)[C:2]1[CH:7]=[CH:6][CH:5]=[CH:4][CH:3]=1.C(=O)([O-])[O-].[K+].[K+]. Given the product [CH:1]([C@H:14]1[N:19]2[CH2:20][CH2:21][N:22]([C:24](=[O:30])[CH2:25][C:26]([OH:28])=[O:27])[CH2:23][C@H:18]2[CH2:17][N:16]([CH2:31][C:32]2[CH:37]=[C:36]([N:38]3[C:42]([C:43]([F:46])([F:44])[F:45])=[N:41][N:40]=[N:39]3)[CH:35]=[CH:34][C:33]=2[O:47][CH3:48])[CH2:15]1)([C:2]1[CH:7]=[CH:6][CH:5]=[CH:4][CH:3]=1)[C:8]1[CH:9]=[CH:10][CH:11]=[CH:12][CH:13]=1, predict the reactants needed to synthesize it. (9) The reactants are: [CH2:1]([N:3]1[C:7]2[N:8]=[C:9]([C:18]3[CH:23]=[CH:22][C:21]([NH:24][C:25](=[O:36])[NH:26][C:27]4[CH:35]=[CH:34][C:30]([C:31](O)=[O:32])=[CH:29][CH:28]=4)=[CH:20][CH:19]=3)[N:10]=[C:11]([N:12]3[CH2:17][CH2:16][O:15][CH2:14][CH2:13]3)[C:6]=2[N:5]=[N:4]1)[CH3:2].[CH3:37][N:38]([CH3:40])[NH2:39].CCN(CC)CC.C1C=CC2N(O)N=NC=2C=1.CCN=C=NCCCN(C)C. Given the product [CH3:37][N:38]([CH3:40])[NH:39][C:31]([C:30]1[CH:29]=[CH:28][C:27]([NH:26][C:25]([NH:24][C:21]2[CH:20]=[CH:19][C:18]([C:9]3[N:10]=[C:11]([N:12]4[CH2:17][CH2:16][O:15][CH2:14][CH2:13]4)[C:6]4[N:5]=[N:4][N:3]([CH2:1][CH3:2])[C:7]=4[N:8]=3)=[CH:23][CH:22]=2)=[O:36])=[CH:35][CH:34]=1)=[O:32], predict the reactants needed to synthesize it. (10) Given the product [CH3:7][N:6]([CH3:8])[C:5]1[CH:4]=[C:3]([CH:11]=[CH:10][CH:9]=1)[CH2:2][NH:1][CH2:14][C@@H:13]([OH:12])[C@@H:15]([NH:23][C:24](=[O:30])[O:25][C:26]([CH3:28])([CH3:27])[CH3:29])[CH2:16][C:17]1[CH:22]=[CH:21][CH:20]=[CH:19][CH:18]=1, predict the reactants needed to synthesize it. The reactants are: [NH2:1][CH2:2][C:3]1[CH:4]=[C:5]([CH:9]=[CH:10][CH:11]=1)[N:6]([CH3:8])[CH3:7].[O:12]1[CH2:14][C@@H:13]1[C@@H:15]([NH:23][C:24](=[O:30])[O:25][C:26]([CH3:29])([CH3:28])[CH3:27])[CH2:16][C:17]1[CH:22]=[CH:21][CH:20]=[CH:19][CH:18]=1.